This data is from Full USPTO retrosynthesis dataset with 1.9M reactions from patents (1976-2016). The task is: Predict the reactants needed to synthesize the given product. (1) Given the product [Br:1][C:2]1[S:6][C:5]([S:7]([N:12]([CH3:13])[CH3:11])(=[O:9])=[O:8])=[CH:4][CH:3]=1, predict the reactants needed to synthesize it. The reactants are: [Br:1][C:2]1[S:6][C:5]([S:7](Cl)(=[O:9])=[O:8])=[CH:4][CH:3]=1.[CH3:11][NH:12][CH3:13].O.C(OCC)(=O)C. (2) Given the product [C:1]([O:5][C:6]([N:8]1[CH2:9][CH2:10][CH:11]([CH2:14][CH2:15][CH2:16][CH2:17][C:18]2[CH:23]=[CH:22][C:21]([NH:24][C:25](=[O:35])[CH2:26][OH:27])=[CH:20][CH:19]=2)[CH2:12][CH2:13]1)=[O:7])([CH3:4])([CH3:2])[CH3:3], predict the reactants needed to synthesize it. The reactants are: [C:1]([O:5][C:6]([N:8]1[CH2:13][CH2:12][CH:11]([CH2:14][CH2:15][CH2:16][CH2:17][C:18]2[CH:23]=[CH:22][C:21]([NH:24][C:25](=[O:35])[CH2:26][O:27]CC3C=CC=CC=3)=[CH:20][CH:19]=2)[CH2:10][CH2:9]1)=[O:7])([CH3:4])([CH3:3])[CH3:2]. (3) Given the product [O:27]=[C:23]1[C:24]2[C:20](=[CH:19][C:18]([CH2:17][CH2:16][CH:15]=[O:14])=[CH:26][CH:25]=2)[CH2:21][O:22]1, predict the reactants needed to synthesize it. The reactants are: C(Cl)(=O)C(Cl)=O.C(Cl)Cl.CS(C)=O.[OH:14][CH2:15][CH2:16][CH2:17][C:18]1[CH:19]=[C:20]2[C:24](=[CH:25][CH:26]=1)[C:23](=[O:27])[O:22][CH2:21]2.C(N(CC)CC)C. (4) Given the product [NH2:10][C:11]1([C:17]([NH:19][C@H:20]([C:24]2[CH:29]=[CH:28][C:27]([Cl:30])=[CH:26][CH:25]=2)[CH2:21][CH2:22][OH:23])=[O:18])[CH2:16][CH2:15][N:14]([C:39]2[C:40]3[C:32]([Br:31])=[CH:33][NH:34][C:35]=3[N:36]=[CH:37][N:38]=2)[CH2:13][CH2:12]1, predict the reactants needed to synthesize it. The reactants are: CCN(C(C)C)C(C)C.[NH2:10][C:11]1([C:17]([NH:19][C@H:20]([C:24]2[CH:29]=[CH:28][C:27]([Cl:30])=[CH:26][CH:25]=2)[CH2:21][CH2:22][OH:23])=[O:18])[CH2:16][CH2:15][NH:14][CH2:13][CH2:12]1.[Br:31][C:32]1[C:40]2[C:39](Cl)=[N:38][CH:37]=[N:36][C:35]=2[NH:34][CH:33]=1. (5) Given the product [Cl:1][C:2]1[CH:3]=[C:4]([C:9]2[N:14]=[C:13]([N:15]3[CH2:19][CH2:18][CH2:17][CH:16]3[CH3:20])[N:12]=[C:11]([N:21]3[CH2:26][CH2:25][N:24]([C:27]4[N:32]=[CH:31][C:30]([C:34]#[N:35])=[CH:29][N:28]=4)[CH2:23][CH2:22]3)[CH:10]=2)[CH:5]=[CH:6][C:7]=1[F:8], predict the reactants needed to synthesize it. The reactants are: [Cl:1][C:2]1[CH:3]=[C:4]([C:9]2[N:14]=[C:13]([N:15]3[CH2:19][CH2:18][CH2:17][CH:16]3[CH3:20])[N:12]=[C:11]([N:21]3[CH2:26][CH2:25][N:24]([C:27]4[N:32]=[CH:31][C:30](Br)=[CH:29][N:28]=4)[CH2:23][CH2:22]3)[CH:10]=2)[CH:5]=[CH:6][C:7]=1[F:8].[C:34]([Cu])#[N:35]. (6) Given the product [OH:11][CH2:12][C:13]1[N:17]=[C:9]([CH2:8][O:7][CH3:5])[NH:10][CH:15]=1, predict the reactants needed to synthesize it. The reactants are: Cl.COC[C:5]([O:7][CH2:8][CH:9]=[NH:10])=O.[OH:11][CH2:12][C:13]([CH2:15]O)=O.[NH3:17]. (7) Given the product [F:1][C:2]1[CH:7]=[C:6]([O:8][CH3:9])[CH:5]=[C:4]2[C:3]=1[NH:10][CH:14]=[CH:13]2, predict the reactants needed to synthesize it. The reactants are: [F:1][C:2]1[CH:7]=[C:6]([O:8][CH3:9])[CH:5]=[CH:4][C:3]=1[N+:10]([O-])=O.[CH:13]([Mg]Br)=[CH2:14].C1COCC1.[Cl-].[NH4+].Cl.